This data is from NCI-60 drug combinations with 297,098 pairs across 59 cell lines. The task is: Regression. Given two drug SMILES strings and cell line genomic features, predict the synergy score measuring deviation from expected non-interaction effect. Drug 1: CN1CCC(CC1)COC2=C(C=C3C(=C2)N=CN=C3NC4=C(C=C(C=C4)Br)F)OC. Drug 2: COCCOC1=C(C=C2C(=C1)C(=NC=N2)NC3=CC=CC(=C3)C#C)OCCOC.Cl. Cell line: NCIH23. Synergy scores: CSS=8.59, Synergy_ZIP=-2.16, Synergy_Bliss=2.73, Synergy_Loewe=2.53, Synergy_HSA=2.60.